From a dataset of Forward reaction prediction with 1.9M reactions from USPTO patents (1976-2016). Predict the product of the given reaction. (1) Given the reactants [C:1]1([S:7]([NH:10][C:11]([C:13]2[N:18]=[C:17]3[N:19]([CH2:23][C:24]4[CH:29]=[CH:28][C:27](/[CH:30]=[CH:31]/[C:32]5[CH:37]=[CH:36][CH:35]=[CH:34][CH:33]=5)=[CH:26][C:25]=4[Cl:38])[C:20]([CH3:22])=[N:21][C:16]3=[CH:15][CH:14]=2)=[O:12])(=[O:9])=[O:8])[CH:6]=[CH:5][CH:4]=[CH:3][CH:2]=1.C(Cl)(Cl)Cl.O1CCOCC1, predict the reaction product. The product is: [C:1]1([S:7]([NH:10][C:11]([C:13]2[N:18]=[C:17]3[N:19]([CH2:23][C:24]4[CH:29]=[CH:28][C:27]([CH2:30][CH2:31][C:32]5[CH:33]=[CH:34][CH:35]=[CH:36][CH:37]=5)=[CH:26][C:25]=4[Cl:38])[C:20]([CH3:22])=[N:21][C:16]3=[CH:15][CH:14]=2)=[O:12])(=[O:8])=[O:9])[CH:6]=[CH:5][CH:4]=[CH:3][CH:2]=1. (2) Given the reactants BrC1C=CC(=O)N(CC2C=CC(CC)=CC=2)C=1.C([O:21][C@@H:22]1[C@@H:27]([O:28]C(=O)C)[C@H:26]([O:32]C(=O)C)[C@@H:25]([CH2:36][O:37]C(=O)C)[O:24][C@H:23]1[C:41]1[CH:46]=[CH:45][C:44]([Cl:47])=[C:43]([CH2:48][C:49]2[S:50][C:51]([C:54]3[CH:59]=[N:58][CH:57]=[CH:56][N:55]=3)=[CH:52][CH:53]=2)[CH:42]=1)(=O)C, predict the reaction product. The product is: [C@@H:23]1([C:41]2[CH:46]=[CH:45][C:44]([Cl:47])=[C:43]([CH2:48][C:49]3[S:50][C:51]([C:54]4[CH:59]=[N:58][CH:57]=[CH:56][N:55]=4)=[CH:52][CH:53]=3)[CH:42]=2)[O:24][C@H:25]([CH2:36][OH:37])[C@@H:26]([OH:32])[C@H:27]([OH:28])[C@H:22]1[OH:21]. (3) Given the reactants B.CSC.[CH3:5][O:6][C:7]([C:9]1[CH:10]=[C:11]([CH:15]=[C:16]([CH3:18])[CH:17]=1)[C:12](O)=[O:13])=[O:8], predict the reaction product. The product is: [OH:13][CH2:12][C:11]1[CH:10]=[C:9]([CH:17]=[C:16]([CH3:18])[CH:15]=1)[C:7]([O:6][CH3:5])=[O:8]. (4) Given the reactants C(O[NH:5][C:6](=[NH:20])[CH2:7][C:8]1[C:13]([C:14]2[CH:19]=[CH:18][CH:17]=[CH:16][CH:15]=2)=[CH:12][CH:11]=[CH:10][N:9]=1)(=O)C.C(OCC)(=O)C, predict the reaction product. The product is: [C:14]1([C:13]2[C:8]([CH2:7][C:6]([NH2:20])=[NH:5])=[N:9][CH:10]=[CH:11][CH:12]=2)[CH:15]=[CH:16][CH:17]=[CH:18][CH:19]=1. (5) Given the reactants [CH3:1][O:2][C:3](=[O:12])[CH2:4][C:5]1[CH:10]=[CH:9][C:8]([OH:11])=[CH:7][CH:6]=1.N1C=CN=C1.Cl[Si:19]([C:22]([CH3:25])([CH3:24])[CH3:23])([CH3:21])[CH3:20], predict the reaction product. The product is: [Si:19]([O:11][C:8]1[CH:9]=[CH:10][C:5]([CH2:4][C:3]([O:2][CH3:1])=[O:12])=[CH:6][CH:7]=1)([C:22]([CH3:25])([CH3:24])[CH3:23])([CH3:21])[CH3:20]. (6) The product is: [Cl:15][C:7]1[CH:8]=[C:9]2[C:4](=[CH:5][CH:6]=1)[N:3]=[C:2]([NH:16][C@@H:17]([CH2:25][OH:26])[CH2:18][C:19]1[CH:20]=[CH:21][CH:22]=[CH:23][CH:24]=1)[C:11]([C:12]([OH:14])=[O:13])=[CH:10]2. Given the reactants Cl[C:2]1[C:11]([C:12]([OH:14])=[O:13])=[CH:10][C:9]2[C:4](=[CH:5][CH:6]=[C:7]([Cl:15])[CH:8]=2)[N:3]=1.[NH2:16][C@@H:17]([CH2:25][OH:26])[CH2:18][C:19]1[CH:24]=[CH:23][CH:22]=[CH:21][CH:20]=1, predict the reaction product. (7) Given the reactants [CH:1]1([CH2:4][NH:5][CH:6]2[CH2:11][CH2:10][CH:9]([NH:12][C:13]3[CH:20]=[C:19]([N:21]4[C:29]5[CH2:28][C:27]([CH3:31])([CH3:30])[CH2:26][C:25](=[O:32])[C:24]=5[C:23]([C:33]([F:36])([F:35])[F:34])=[N:22]4)[CH:18]=[CH:17][C:14]=3[C:15]#[N:16])[CH2:8][CH2:7]2)[CH2:3][CH2:2]1.CS(C)=[O:39].[OH-].[Na+].OO, predict the reaction product. The product is: [CH:1]1([CH2:4][NH:5][C@H:6]2[CH2:7][CH2:8][C@H:9]([NH:12][C:13]3[CH:20]=[C:19]([N:21]4[C:29]5[CH2:28][C:27]([CH3:31])([CH3:30])[CH2:26][C:25](=[O:32])[C:24]=5[C:23]([C:33]([F:35])([F:36])[F:34])=[N:22]4)[CH:18]=[CH:17][C:14]=3[C:15]([NH2:16])=[O:39])[CH2:10][CH2:11]2)[CH2:3][CH2:2]1. (8) The product is: [NH4+:8].[OH-:12].[O:12]=[C:9]1[NH:8][C:7]([C:1]2[CH:2]=[CH:3][CH:4]=[CH:5][CH:6]=2)=[CH:11][N:10]1[CH2:16][C:17]([O:19][C:20]([CH3:23])([CH3:22])[CH3:21])=[O:18]. Given the reactants [C:1]1([C:7]2[CH:11]=[N:10][C:9](=[O:12])[N:8]=2)[CH:6]=[CH:5][CH:4]=[CH:3][CH:2]=1.[H-].[Na+].Br[CH2:16][C:17]([O:19][C:20]([CH3:23])([CH3:22])[CH3:21])=[O:18], predict the reaction product.